This data is from Reaction yield outcomes from USPTO patents with 853,638 reactions. The task is: Predict the reaction yield, written as a fraction of the theoretical maximum amount of product (1.0 means a 100% yield; for example, 0.34 means a 34% yield). (1) The reactants are [Br:1][C:2]1[CH:7]=[CH:6][C:5]([NH:8][C:9](=[O:15])[O:10][C:11]([CH3:14])([CH3:13])[CH3:12])=[CH:4][C:3]=1[CH3:16].[H-].[Na+].Cl[C:20]1[CH:27]=[CH:26][C:23]([C:24]#[N:25])=[C:22]([O:28][CH3:29])[N:21]=1.O. The catalyst is CN(C)C=O. The product is [Br:1][C:2]1[CH:7]=[CH:6][C:5]([N:8]([C:20]2[CH:27]=[CH:26][C:23]([C:24]#[N:25])=[C:22]([O:28][CH3:29])[N:21]=2)[C:9](=[O:15])[O:10][C:11]([CH3:12])([CH3:13])[CH3:14])=[CH:4][C:3]=1[CH3:16]. The yield is 0.490. (2) The reactants are [CH2:1]([N:3]1[C:7]2=[CH:8][N:9]=[C:10]([O:12][CH3:13])[CH:11]=[C:6]2[CH:5]=[C:4]1[C:14](O)=O)[CH3:2].CN(C(ON1N=NC2C=CC=NC1=2)=[N+](C)C)C.F[P-](F)(F)(F)(F)F.[C:41]([O:45][C:46](=[O:67])[NH:47][C@@H:48]1[CH2:53][CH2:52][CH2:51][N:50]([C:54](=[O:66])[C:55]2[CH:60]=[CH:59][C:58]([NH:61][CH3:62])=[C:57]([N+:63]([O-])=O)[CH:56]=2)[CH2:49]1)([CH3:44])([CH3:43])[CH3:42].CCN(C(C)C)C(C)C.C(O)(=O)C.C(=O)(O)[O-].[Na+]. The catalyst is CN(C=O)C.O.C1(C)C=CC=CC=1. The product is [C:41]([O:45][C:46](=[O:67])[NH:47][C@@H:48]1[CH2:53][CH2:52][CH2:51][N:50]([C:54]([C:55]2[CH:60]=[CH:59][C:58]3[N:61]([CH3:62])[C:14]([C:4]4[N:3]([CH2:1][CH3:2])[C:7]5=[CH:8][N:9]=[C:10]([O:12][CH3:13])[CH:11]=[C:6]5[CH:5]=4)=[N:63][C:57]=3[CH:56]=2)=[O:66])[CH2:49]1)([CH3:44])([CH3:42])[CH3:43]. The yield is 0.220. (3) The yield is 0.110. The product is [CH2:1]([O:3][C:4]1[C:9]([I:18])=[CH:8][N:7]=[C:6]([OH:10])[CH:5]=1)[CH3:2]. The reactants are [CH2:1]([O:3][C:4]1[CH:9]=[CH:8][N:7]=[C:6]([OH:10])[CH:5]=1)[CH3:2].C1C(=O)N([I:18])C(=O)C1. The catalyst is CN(C=O)C. (4) The catalyst is C(Cl)Cl. The yield is 0.990. The product is [CH2:37]([O:39][CH2:40][N:12]1[N:11]=[C:10]([C:14]([O:16][CH2:17][CH3:18])=[O:15])[C:9]([C:7](=[O:8])[C:6]2[CH:19]=[C:20]([O:21][CH3:22])[C:3]([O:2][CH3:1])=[CH:4][C:5]=2[N+:23]([O-:25])=[O:24])=[N:13]1)[CH3:38]. The reactants are [CH3:1][O:2][C:3]1[C:20]([O:21][CH3:22])=[CH:19][C:6]([C:7]([C:9]2[NH:13][N:12]=[N:11][C:10]=2[C:14]([O:16][CH2:17][CH3:18])=[O:15])=[O:8])=[C:5]([N+:23]([O-:25])=[O:24])[CH:4]=1.C1(C)C=CC(S(O)(=O)=O)=CC=1.[CH2:37]([O:39][CH2:40]OCC)[CH3:38].